From a dataset of Forward reaction prediction with 1.9M reactions from USPTO patents (1976-2016). Predict the product of the given reaction. Given the reactants [C:1]([O:5][C:6]([N:8]1[CH2:13][C@@H:12]([NH:14]C)[CH2:11][C@@H:10]([C:16](=[O:39])[N:17](C2CC2)[C:18]2[CH:19]=[CH:20][C:21]3[O:26][C:25]([CH3:28])([CH3:27])[C:24](=[O:29])[N:23]([CH2:30][CH2:31][CH2:32][O:33][CH3:34])[C:22]=3[CH:35]=2)[CH2:9]1)=[O:7])([CH3:4])([CH3:3])[CH3:2].[C:40]1([C:46]2([C:49]([OH:51])=O)[CH2:48][CH2:47]2)[CH:45]=[CH:44][CH:43]=[CH:42][CH:41]=1.CCN=C=NCCCN(C)C.Cl.C1C=NC2N(O)N=NC=2C=1, predict the reaction product. The product is: [C:1]([O:5][C:6]([N:8]1[CH2:13][C@@H:12]([NH:14][C:49]([C:46]2([C:40]3[CH:41]=[CH:42][CH:43]=[CH:44][CH:45]=3)[CH2:47][CH2:48]2)=[O:51])[CH2:11][C@@H:10]([C:16](=[O:39])[NH:17][C:18]2[CH:19]=[CH:20][C:21]3[O:26][C:25]([CH3:27])([CH3:28])[C:24](=[O:29])[N:23]([CH2:30][CH2:31][CH2:32][O:33][CH3:34])[C:22]=3[CH:35]=2)[CH2:9]1)=[O:7])([CH3:2])([CH3:3])[CH3:4].